From a dataset of Catalyst prediction with 721,799 reactions and 888 catalyst types from USPTO. Predict which catalyst facilitates the given reaction. Reactant: Cl.[NH2:2][C@@H:3]([C:11]([CH3:14])([CH3:13])[CH3:12])[C:4]([O:6][C:7]([CH3:10])([CH3:9])[CH3:8])=[O:5].[C:15](=O)([O:24][C@H:25]1[CH2:29][CH2:28][O:27][CH2:26]1)[O:16]N1C(=O)CCC1=O.CCN(C(C)C)C(C)C. Product: [CH3:12][C:11]([CH3:14])([CH3:13])[C@H:3]([NH:2][C:15]([O:24][C@H:25]1[CH2:29][CH2:28][O:27][CH2:26]1)=[O:16])[C:4]([O:6][C:7]([CH3:8])([CH3:10])[CH3:9])=[O:5]. The catalyst class is: 1.